From a dataset of Forward reaction prediction with 1.9M reactions from USPTO patents (1976-2016). Predict the product of the given reaction. (1) Given the reactants [C:1]1([CH:8]=[CH:7][CH:6]=[C:4]([OH:5])[CH:3]=1)[OH:2].[Cl:9][CH2:10][CH2:11][C:12](O)=[O:13].FC(F)(F)S(O)(=O)=O, predict the reaction product. The product is: [Cl:9][CH2:10][CH2:11][C:12]([C:6]1[CH:7]=[CH:8][C:1]([OH:2])=[CH:3][C:4]=1[OH:5])=[O:13]. (2) The product is: [CH2:1]([C:8]1[O:9][C:10]2[CH:31]=[CH:30][CH:29]=[CH:28][C:11]=2[C:12]=1[C:13]1[CH:18]=[CH:17][C:16]([C:19]2[CH:20]=[C:21]([Br:27])[C:22]([O:26][C@@H:33]([CH2:41][CH2:42][CH2:43][CH2:44][CH2:45][CH3:46])[C:34]([OH:36])=[O:35])=[C:23]([Br:25])[CH:24]=2)=[CH:15][CH:14]=1)[C:2]1[CH:3]=[CH:4][CH:5]=[CH:6][CH:7]=1. Given the reactants [CH2:1]([C:8]1[O:9][C:10]2[CH:31]=[CH:30][CH:29]=[CH:28][C:11]=2[C:12]=1[C:13]1[CH:18]=[CH:17][C:16]([C:19]2[CH:24]=[C:23]([Br:25])[C:22]([OH:26])=[C:21]([Br:27])[CH:20]=2)=[CH:15][CH:14]=1)[C:2]1[CH:7]=[CH:6][CH:5]=[CH:4][CH:3]=1.O[C@H:33]([CH2:41][CH2:42][CH2:43][CH2:44][CH2:45][CH3:46])[C:34]([O:36]C(C)(C)C)=[O:35], predict the reaction product. (3) Given the reactants [NH2:1][C:2]1[CH:3]=[CH:4][CH:5]=[C:6]2[C:11]=1[C:10](=[O:12])[N:9]([C:13]1[CH:18]=[CH:17][CH:16]=[C:15]([C:19]([F:22])([F:21])[F:20])[CH:14]=1)[CH2:8][CH2:7]2.[N:23]1[CH:28]=[CH:27][N:26]=[CH:25][C:24]=1[C:29](O)=[O:30].CN(C(ON1N=NC2C=CC=NC1=2)=[N+](C)C)C.F[P-](F)(F)(F)(F)F.CCN(C(C)C)C(C)C, predict the reaction product. The product is: [O:12]=[C:10]1[C:11]2[C:6](=[CH:5][CH:4]=[CH:3][C:2]=2[NH:1][C:29]([C:24]2[CH:25]=[N:26][CH:27]=[CH:28][N:23]=2)=[O:30])[CH2:7][CH2:8][N:9]1[C:13]1[CH:18]=[CH:17][CH:16]=[C:15]([C:19]([F:22])([F:20])[F:21])[CH:14]=1. (4) Given the reactants [F:1][C:2]1[CH:10]=[CH:9][C:5]([C:6]([OH:8])=O)=[CH:4][N:3]=1.Cl.Cl.[NH:13]1[CH2:18][CH2:17][CH2:16][CH:15]([C:19]2[N:23]=[C:22]([C:24]3[CH:29]=[CH:28][CH:27]=[CH:26][N:25]=3)[O:21][N:20]=2)[CH2:14]1, predict the reaction product. The product is: [F:1][C:2]1[N:3]=[CH:4][C:5]([C:6]([N:13]2[CH2:18][CH2:17][CH2:16][CH:15]([C:19]3[N:23]=[C:22]([C:24]4[CH:29]=[CH:28][CH:27]=[CH:26][N:25]=4)[O:21][N:20]=3)[CH2:14]2)=[O:8])=[CH:9][CH:10]=1. (5) Given the reactants [CH2:1]([SH:3])[CH3:2].[H-].[Na+].[CH3:6][C:7]([CH3:39])([CH3:38])[C:8](=[O:37])[CH2:9][O:10][C:11]1[CH:16]=[CH:15][C:14]([C:17]([C:22]2[CH:27]=[CH:26][C:25]([NH:28][S:29]([CH2:32][CH2:33]Cl)(=[O:31])=[O:30])=[C:24]([CH3:35])[CH:23]=2)([CH2:20][CH3:21])[CH2:18][CH3:19])=[CH:13][C:12]=1[CH3:36], predict the reaction product. The product is: [CH3:6][C:7]([CH3:39])([CH3:38])[C:8](=[O:37])[CH2:9][O:10][C:11]1[CH:16]=[CH:15][C:14]([C:17]([C:22]2[CH:27]=[CH:26][C:25]([NH:28][S:29]([CH2:32][CH2:33][S:3][CH2:1][CH3:2])(=[O:31])=[O:30])=[C:24]([CH3:35])[CH:23]=2)([CH2:20][CH3:21])[CH2:18][CH3:19])=[CH:13][C:12]=1[CH3:36].